Dataset: Reaction yield outcomes from USPTO patents with 853,638 reactions. Task: Predict the reaction yield, written as a fraction of the theoretical maximum amount of product (1.0 means a 100% yield; for example, 0.34 means a 34% yield). The reactants are [NH2:1][C:2]1[N:3]([CH3:22])[C:4](=[O:21])[C:5]([C:14]2[CH:15]=[C:16]([CH:19]=[O:20])[NH:17][CH:18]=2)([C:7]2[CH:12]=[CH:11][CH:10]=[C:9]([Br:13])[CH:8]=2)[N:6]=1.C(=O)([O-])[O-].[Cs+].[Cs+].I[CH2:30][CH3:31]. The catalyst is CN(C=O)C.C(Cl)(Cl)Cl. The product is [NH2:1][C:2]1[N:3]([CH3:22])[C:4](=[O:21])[C:5]([C:14]2[CH:15]=[C:16]([CH:19]=[O:20])[N:17]([CH2:30][CH3:31])[CH:18]=2)([C:7]2[CH:12]=[CH:11][CH:10]=[C:9]([Br:13])[CH:8]=2)[N:6]=1. The yield is 0.730.